Dataset: Reaction yield outcomes from USPTO patents with 853,638 reactions. Task: Predict the reaction yield, written as a fraction of the theoretical maximum amount of product (1.0 means a 100% yield; for example, 0.34 means a 34% yield). The reactants are [Br:1][C:2]1[C:3](=[O:17])[NH:4][C:5](=[O:16])[N:6]([CH2:8][CH2:9][C:10]2[CH:15]=[CH:14][CH:13]=[CH:12][CH:11]=2)[N:7]=1.[CH3:18]C1C=CC=CC=1CCI.C(I)CC1C=CC=CC=1. No catalyst specified. The product is [Br:1][C:2]1[C:3](=[O:17])[NH:4][C:5](=[O:16])[N:6]([CH2:8][CH2:9][C:10]2[CH:15]=[CH:14][CH:13]=[C:12]([CH3:18])[CH:11]=2)[N:7]=1. The yield is 0.660.